Dataset: Forward reaction prediction with 1.9M reactions from USPTO patents (1976-2016). Task: Predict the product of the given reaction. (1) Given the reactants C[Al](C)C.[F:5][C:6]1[CH:7]=[CH:8][C:9]([NH2:12])=[N:10][CH:11]=1.[Si:13]([O:20][CH2:21][C@@H:22]([O:24][CH2:25][C@H:26]([O:31][C:32]1[N:37]=[CH:36][N:35]=[C:34]2[N:38]([C:41]3[C:46]([Cl:47])=[CH:45][CH:44]=[CH:43][N:42]=3)[N:39]=[CH:40][C:33]=12)[C:27](OC)=[O:28])[CH3:23])([C:16]([CH3:19])([CH3:18])[CH3:17])([CH3:15])[CH3:14].C(C(C(C([O-])=O)O)O)([O-])=O.[K+].[Na+], predict the reaction product. The product is: [Si:13]([O:20][CH2:21][C@@H:22]([O:24][CH2:25][C@H:26]([O:31][C:32]1[N:37]=[CH:36][N:35]=[C:34]2[N:38]([C:41]3[C:46]([Cl:47])=[CH:45][CH:44]=[CH:43][N:42]=3)[N:39]=[CH:40][C:33]=12)[C:27]([NH:12][C:9]1[CH:8]=[CH:7][C:6]([F:5])=[CH:11][N:10]=1)=[O:28])[CH3:23])([C:16]([CH3:19])([CH3:18])[CH3:17])([CH3:15])[CH3:14]. (2) Given the reactants [H-].[Na+].[CH2:3]([O:5][C:6](=[O:20])[CH2:7][O:8][C:9]1[CH:19]=[N:18][CH:17]=[CH:16][C:10]=1[C:11](OCC)=[O:12])[CH3:4], predict the reaction product. The product is: [OH:12][C:11]1[C:10]2[C:9](=[CH:19][N:18]=[CH:17][CH:16]=2)[O:8][C:7]=1[C:6]([O:5][CH2:3][CH3:4])=[O:20]. (3) Given the reactants [O:1]=[C:2]1[C:11]2[C:6](=[CH:7][CH:8]=[CH:9][CH:10]=2)[C:5]([O:12][CH2:13][CH2:14][CH2:15][CH2:16][C:17]([OH:19])=O)=[CH:4][C:3]1=[O:20].CN(C(ON1N=NC2C=CC=CC1=2)=[N+](C)C)C.F[P-](F)(F)(F)(F)F.CCN(C(C)C)C(C)C.Cl.[NH2:55][C:56]1[CH:60]=[C:59]([C:61]([O:63][CH3:64])=[O:62])[N:58]([CH3:65])[CH:57]=1, predict the reaction product. The product is: [CH3:65][N:58]1[C:59]([C:61]([O:63][CH3:64])=[O:62])=[CH:60][C:56]([NH:55][C:17](=[O:19])[CH2:16][CH2:15][CH2:14][CH2:13][O:12][C:5]2[C:6]3[C:11](=[CH:10][CH:9]=[CH:8][CH:7]=3)[C:2](=[O:1])[C:3](=[O:20])[CH:4]=2)=[CH:57]1. (4) Given the reactants C(O)(C)C.O.[CH3:6][C:7]1[CH:12]=[C:11]([NH:13][C:14]2[CH:15]=[CH:16][N:17]=[CH:18][C:19]=2[S:20]([NH:23][C:24]([NH:26][CH:27]([CH3:29])[CH3:28])=[O:25])(=[O:22])=[O:21])[CH:10]=[CH:9][CH:8]=1.[ClH:30], predict the reaction product. The product is: [CH3:6][C:7]1[CH:12]=[C:11]([NH:13][C:14]2[CH:15]=[CH:16][N:17]=[CH:18][C:19]=2[S:20]([NH:23][C:24]([NH:26][CH:27]([CH3:29])[CH3:28])=[O:25])(=[O:21])=[O:22])[CH:10]=[CH:9][CH:8]=1.[ClH:30]. (5) The product is: [Br:1][C:2]1[CH:9]=[C:8]([Cl:10])[CH:7]=[CH:6][C:3]=1/[CH:4]=[CH:20]/[C:16]([O:18][CH3:19])=[O:17]. Given the reactants [Br:1][C:2]1[CH:9]=[C:8]([Cl:10])[CH:7]=[CH:6][C:3]=1[CH:4]=O.C1COCC1.[C:16]([CH:20]=P(C1C=CC=CC=1)(C1C=CC=CC=1)C1C=CC=CC=1)([O:18][CH3:19])=[O:17], predict the reaction product.